This data is from Full USPTO retrosynthesis dataset with 1.9M reactions from patents (1976-2016). The task is: Predict the reactants needed to synthesize the given product. (1) Given the product [Cl:1][C:2]1[C:3]([C:4]([NH:12][C@H:13]([C:15]2[CH:27]=[CH:26][C:18]([C:19]([O:21][C:22]([CH3:24])([CH3:23])[CH3:25])=[O:20])=[CH:17][CH:16]=2)[CH3:14])=[O:6])=[CH:7][C:8]([Cl:11])=[CH:9][N:10]=1, predict the reactants needed to synthesize it. The reactants are: [Cl:1][C:2]1[N:10]=[CH:9][C:8]([Cl:11])=[CH:7][C:3]=1[C:4]([OH:6])=O.[NH2:12][C@H:13]([C:15]1[CH:27]=[CH:26][C:18]([C:19]([O:21][C:22]([CH3:25])([CH3:24])[CH3:23])=[O:20])=[CH:17][CH:16]=1)[CH3:14].Cl.CN(C)CCCN=C=NCC.O.ON1C2C=CC=CC=2N=N1. (2) Given the product [Br:1][C:2]1[C:3]([F:18])=[CH:4][C:5]([OH:17])=[C:6](/[CH:7]=[C:8]2/[C:9](=[O:15])[N:10]=[C:11]([N:21]3[CH2:26][CH2:25][CH2:24][CH2:23][NH:22]3)[S:12]/2)[CH:16]=1, predict the reactants needed to synthesize it. The reactants are: [Br:1][C:2]1[C:3]([F:18])=[CH:4][C:5]([OH:17])=[C:6]([CH:16]=1)/[CH:7]=[C:8]1/[C:9](=[O:15])[N:10]=[C:11](SC)[S:12]/1.Cl.Cl.[NH:21]1[CH2:26][CH2:25][CH2:24][CH2:23][NH:22]1.C(N(CC)CC)C. (3) Given the product [CH3:17][N:14]1[C:13]2[C:8](=[CH:9][CH:10]=[CH:11][CH:12]=2)[NH:7][CH:6]([CH2:5][C:4]([O-:18])=[O:3])[C:15]1=[O:16].[Li+:21], predict the reactants needed to synthesize it. The reactants are: C([O:3][C:4](=[O:18])[CH2:5][CH:6]1[C:15](=[O:16])[N:14]([CH3:17])[C:13]2[C:8](=[CH:9][CH:10]=[CH:11][CH:12]=2)[NH:7]1)C.O.[OH-].[Li+:21].